From a dataset of Peptide-MHC class II binding affinity with 134,281 pairs from IEDB. Regression. Given a peptide amino acid sequence and an MHC pseudo amino acid sequence, predict their binding affinity value. This is MHC class II binding data. (1) The peptide sequence is KMIGGIGGFIKVRQYDQITI. The MHC is HLA-DPA10103-DPB10401 with pseudo-sequence HLA-DPA10103-DPB10401. The binding affinity (normalized) is 0.226. (2) The peptide sequence is SYRLRFSKRDARRER. The MHC is DRB3_0202 with pseudo-sequence DRB3_0202. The binding affinity (normalized) is 0.191. (3) The peptide sequence is FETNVSHNVQGATVA. The MHC is HLA-DPA10201-DPB11401 with pseudo-sequence HLA-DPA10201-DPB11401. The binding affinity (normalized) is 0.0858. (4) The peptide sequence is MRNVFDDVVPADFKV. The MHC is DRB1_1201 with pseudo-sequence DRB1_1201. The binding affinity (normalized) is 0.0295. (5) The peptide sequence is ISGLKPGVDYTITVY. The MHC is DRB3_0202 with pseudo-sequence DRB3_0202. The binding affinity (normalized) is 0.224. (6) The peptide sequence is KHLAVLVKYEGDTMA. The MHC is HLA-DPA10301-DPB10402 with pseudo-sequence HLA-DPA10301-DPB10402. The binding affinity (normalized) is 0.422. (7) The peptide sequence is YDKFLANVSDVLTGK. The MHC is DRB1_1101 with pseudo-sequence DRB1_1101. The binding affinity (normalized) is 0.419.